From a dataset of Forward reaction prediction with 1.9M reactions from USPTO patents (1976-2016). Predict the product of the given reaction. (1) Given the reactants [F:1][CH2:2][CH2:3][O:4][C:5]1[CH:14]=[CH:13][C:8]([C:9]([O:11][CH3:12])=[O:10])=[C:7]([OH:15])[CH:6]=1.[C:16]([O:20][C:21]([NH:23][CH2:24][C:25]([CH3:29])([CH3:28])[CH2:26]O)=[O:22])([CH3:19])([CH3:18])[CH3:17], predict the reaction product. The product is: [C:16]([O:20][C:21]([NH:23][CH2:24][C:25]([CH3:29])([CH3:28])[CH2:26][O:15][C:7]1[CH:6]=[C:5]([O:4][CH2:3][CH2:2][F:1])[CH:14]=[CH:13][C:8]=1[C:9]([O:11][CH3:12])=[O:10])=[O:22])([CH3:19])([CH3:18])[CH3:17]. (2) Given the reactants [Cl:1][C:2]1[CH:7]=[C:6]([CH3:8])[CH:5]=[C:4]([OH:9])[C:3]=1[C:10]([C:12]1[CH:17]=[CH:16][C:15]([O:18][CH3:19])=[CH:14][CH:13]=1)=[O:11].N1C=CC=CC=1.[C:26](OC(=O)C)(=[O:28])[CH3:27], predict the reaction product. The product is: [C:26]([O:9][C:4]1[C:3]([C:10]([C:12]2[CH:17]=[CH:16][C:15]([O:18][CH3:19])=[CH:14][CH:13]=2)=[O:11])=[C:2]([Cl:1])[CH:7]=[C:6]([CH3:8])[CH:5]=1)(=[O:28])[CH3:27]. (3) Given the reactants [CH3:1][S:2]([OH:5])(=[O:4])=[O:3].[Si]([O:13][CH2:14][CH2:15][N:16]([C:42]#[N:43])[C:17]1[CH:22]=[CH:21][C:20]([NH:23][C:24]([C:26]2[C:31]([C:32]([NH:34][C:35]3[CH:40]=[CH:39][C:38]([Cl:41])=[CH:37][N:36]=3)=[O:33])=[N:30][CH:29]=[CH:28][N:27]=2)=[O:25])=[CH:19][CH:18]=1)(C(C)(C)C)(C)C, predict the reaction product. The product is: [CH3:1][S:2]([OH:5])(=[O:4])=[O:3].[Cl:41][C:38]1[CH:39]=[CH:40][C:35]([NH:34][C:32]([C:31]2[C:26]([C:24]([NH:23][C:20]3[CH:21]=[CH:22][C:17]([N:16]4[CH2:15][CH2:14][O:13][C:42]4=[NH:43])=[CH:18][CH:19]=3)=[O:25])=[N:27][CH:28]=[CH:29][N:30]=2)=[O:33])=[N:36][CH:37]=1. (4) Given the reactants [NH2:1][N:2]1[CH:6]=[C:5]([C:7]2[CH:12]=[CH:11][C:10]([N+:13]([O-:15])=[O:14])=[CH:9][CH:8]=2)[C:4]([CH2:16][N:17]([CH3:19])[CH3:18])=[C:3]1[C:20]([O:22][CH2:23][CH3:24])=[O:21].C(N(CC)CC)C.Cl[C:33](Cl)([O:35]C(=O)OC(Cl)(Cl)Cl)Cl.[NH2:44][C:45]1[N:46]=[N:47][C:48]([O:51][CH3:52])=[CH:49][CH:50]=1, predict the reaction product. The product is: [CH3:18][N:17]([CH2:16][C:4]1[C:5]([C:7]2[CH:12]=[CH:11][C:10]([N+:13]([O-:15])=[O:14])=[CH:9][CH:8]=2)=[CH:6][N:2]([NH:1][C:33]([NH:44][C:45]2[N:46]=[N:47][C:48]([O:51][CH3:52])=[CH:49][CH:50]=2)=[O:35])[C:3]=1[C:20]([O:22][CH2:23][CH3:24])=[O:21])[CH3:19]. (5) The product is: [Cl:19][C:17]1[CH:18]=[C:13]([O:12][C:5]2[CH:4]=[CH:3][C:2]([NH:1][C:31]([NH:30][C:24]3[CH:25]=[CH:26][C:27]([O:28][CH3:29])=[C:22]([O:21][CH3:20])[CH:23]=3)=[O:32])=[CH:7][C:6]=2[C:8](=[O:11])[CH2:9][CH3:10])[CH:14]=[N:15][CH:16]=1. Given the reactants [NH2:1][C:2]1[CH:3]=[CH:4][C:5]([O:12][C:13]2[CH:14]=[N:15][CH:16]=[C:17]([Cl:19])[CH:18]=2)=[C:6]([C:8](=[O:11])[CH2:9][CH3:10])[CH:7]=1.[CH3:20][O:21][C:22]1[CH:23]=[C:24]([N:30]=[C:31]=[O:32])[CH:25]=[CH:26][C:27]=1[O:28][CH3:29], predict the reaction product.